From a dataset of Full USPTO retrosynthesis dataset with 1.9M reactions from patents (1976-2016). Predict the reactants needed to synthesize the given product. Given the product [C:9]([NH:8][C:5]1[N:6]=[CH:7][C:2]([C:14]([CH3:15])=[CH:13][C:12]([O:17][CH2:18][CH3:19])=[O:16])=[CH:3][CH:4]=1)(=[O:11])[CH3:10], predict the reactants needed to synthesize it. The reactants are: Br[C:2]1[CH:3]=[CH:4][C:5]([NH:8][C:9](=[O:11])[CH3:10])=[N:6][CH:7]=1.[C:12]([O:17][CH2:18][CH3:19])(=[O:16])/[CH:13]=[CH:14]/[CH3:15].C(N(CC)CC)C.